From a dataset of Forward reaction prediction with 1.9M reactions from USPTO patents (1976-2016). Predict the product of the given reaction. (1) Given the reactants [Cl:1][C:2]1[N:7]=[C:6]([NH2:8])[C:5]([CH:9]=[CH:10]OCC)=[CH:4][N:3]=1.Cl, predict the reaction product. The product is: [Cl:1][C:2]1[N:3]=[CH:4][C:5]2[CH:9]=[CH:10][NH:8][C:6]=2[N:7]=1. (2) Given the reactants [C:1]1([C:6]2[CH:30]=[CH:29][C:9]([C:10]([NH:12][CH2:13][C:14]3[C:15]([CH2:20][NH:21]C(=O)OC(C)(C)C)=[N:16][CH:17]=[CH:18][CH:19]=3)=[O:11])=[C:8]([NH:31][CH2:32][CH2:33][C:34]3[CH:39]=[CH:38][CH:37]=[C:36]([F:40])[CH:35]=3)[N:7]=2)[CH2:5][CH2:4][CH2:3][CH:2]=1.Cl.O1CCOCC1, predict the reaction product. The product is: [NH2:21][CH2:20][C:15]1[C:14]([CH2:13][NH:12][C:10](=[O:11])[C:9]2[CH:29]=[CH:30][C:6]([C:1]3[CH2:5][CH2:4][CH2:3][CH:2]=3)=[N:7][C:8]=2[NH:31][CH2:32][CH2:33][C:34]2[CH:39]=[CH:38][CH:37]=[C:36]([F:40])[CH:35]=2)=[CH:19][CH:18]=[CH:17][N:16]=1.